From a dataset of Peptide-MHC class I binding affinity with 185,985 pairs from IEDB/IMGT. Regression. Given a peptide amino acid sequence and an MHC pseudo amino acid sequence, predict their binding affinity value. This is MHC class I binding data. (1) The peptide sequence is FPFKYGAAF. The MHC is Mamu-A2201 with pseudo-sequence Mamu-A2201. The binding affinity (normalized) is 0.944. (2) The peptide sequence is MPTYIRNTL. The MHC is HLA-B53:01 with pseudo-sequence HLA-B53:01. The binding affinity (normalized) is 0.483. (3) The peptide sequence is RLYNSLKRFT. The MHC is HLA-A68:02 with pseudo-sequence HLA-A68:02. The binding affinity (normalized) is 0.114. (4) The peptide sequence is HPDIVIYQY. The MHC is HLA-B42:01 with pseudo-sequence HLA-B42:01. The binding affinity (normalized) is 0.0294.